This data is from Catalyst prediction with 721,799 reactions and 888 catalyst types from USPTO. The task is: Predict which catalyst facilitates the given reaction. (1) Reactant: [CH2:1]([N:8]1[CH2:13][CH2:12][N:11](C(OC(C)(C)C)=O)[C@H:10]([CH2:21][C:22]2[CH:27]=[CH:26][C:25]([N:28]3[CH2:33][CH2:32][O:31][CH2:30][CH2:29]3)=[CH:24][CH:23]=2)[CH2:9]1)[C:2]1[CH:7]=[CH:6][CH:5]=[CH:4][CH:3]=1.C(O)(C(F)(F)F)=O.C(=O)([O-])O.[Na+].[Cl-].[Na+]. Product: [CH2:1]([N:8]1[CH2:13][CH2:12][NH:11][C@H:10]([CH2:21][C:22]2[CH:27]=[CH:26][C:25]([N:28]3[CH2:29][CH2:30][O:31][CH2:32][CH2:33]3)=[CH:24][CH:23]=2)[CH2:9]1)[C:2]1[CH:7]=[CH:6][CH:5]=[CH:4][CH:3]=1. The catalyst class is: 4. (2) Reactant: [F:1][C:2]1([F:27])[CH2:26][CH2:25][C:5]2([CH2:9][N:8](C(OCC3C=CC=CC=3)=O)[C@H:7]([C:20]([O:22][CH2:23][CH3:24])=[O:21])[CH2:6]2)[CH2:4][CH2:3]1. Product: [F:27][C:2]1([F:1])[CH2:26][CH2:25][C:5]2([CH2:9][NH:8][C@H:7]([C:20]([O:22][CH2:23][CH3:24])=[O:21])[CH2:6]2)[CH2:4][CH2:3]1. The catalyst class is: 261. (3) Reactant: F[C:2]1[CH:9]=[CH:8][C:7]([C:10]([F:13])([F:12])[F:11])=[CH:6][C:3]=1[C:4]#[N:5].[NH2:14][NH2:15].O. Product: [F:11][C:10]([F:12])([F:13])[C:7]1[CH:6]=[C:3]2[C:2](=[CH:9][CH:8]=1)[NH:15][N:14]=[C:4]2[NH2:5]. The catalyst class is: 114. (4) The catalyst class is: 2. Reactant: [O:1]=[C:2]1[C:11]([C:12]([O:14][CH2:15][CH3:16])=[O:13])=[CH:10][C:9]2[C:4]3=[C:5]([O:17][CH2:18][CH2:19][CH2:20][N:3]13)[CH:6]=[CH:7][CH:8]=2.CO[CH2:23][N:24]([CH2:30][C:31]1[CH:36]=[CH:35][CH:34]=[CH:33][CH:32]=1)[CH2:25][Si](C)(C)C.FC(F)(F)C(O)=O. Product: [CH2:30]([N:24]1[CH2:25][C@H:10]2[C@:11]([C:12]([O:14][CH2:15][CH3:16])=[O:13])([C:2](=[O:1])[N:3]3[CH2:20][CH2:19][CH2:18][O:17][C:5]4[CH:6]=[CH:7][CH:8]=[C:9]2[C:4]3=4)[CH2:23]1)[C:31]1[CH:36]=[CH:35][CH:34]=[CH:33][CH:32]=1. (5) Reactant: [CH3:1][O:2][C:3]1[CH:8]=[CH:7][C:6]([C@:9]23[N:33]([C:34]([C:36]4[C:37]([CH3:41])=[N:38][O:39][CH:40]=4)=[O:35])[CH2:32][CH2:31][N:10]2[C:11](=[O:30])[C:12]2[N:13]([C:15]4[N:20]=[C:19]([CH3:21])[N:18](COCC[Si](C)(C)C)[C:16]=4[CH:17]=2)[CH2:14]3)=[CH:5][CH:4]=1.COC1C=CC([C@]23N(C(C4C(C)=NOC=4)=O)CCN2C(=O)C2N(C4N(COCC[Si](C)(C)C)C=NC=4C=2)C3)=CC=1.FC(F)(F)C(O)=O. Product: [CH3:1][O:2][C:3]1[CH:4]=[CH:5][C:6]([C:9]23[N:33]([C:34]([C:36]4[C:37]([CH3:41])=[N:38][O:39][CH:40]=4)=[O:35])[CH2:32][CH2:31][N:10]2[C:11](=[O:30])[C:12]2[N:13]([C:15]4[NH:20][C:19]([CH3:21])=[N:18][C:16]=4[CH:17]=2)[CH2:14]3)=[CH:7][CH:8]=1. The catalyst class is: 4. (6) Reactant: Cl[C:2]1[N:7]=[C:6]([NH2:8])[C:5]([N+:9]([O-:11])=[O:10])=[CH:4][CH:3]=1.[CH3:12][N:13]([CH3:22])[C:14]([C@@H:16]1[CH2:21][CH2:20][CH2:19][NH:18][CH2:17]1)=[O:15].C(N(CC)CC)C. Product: [NH2:8][C:6]1[N:7]=[C:2]([N:18]2[CH2:19][CH2:20][CH2:21][C@@H:16]([C:14]([N:13]([CH3:22])[CH3:12])=[O:15])[CH2:17]2)[CH:3]=[CH:4][C:5]=1[N+:9]([O-:11])=[O:10]. The catalyst class is: 9.